This data is from Forward reaction prediction with 1.9M reactions from USPTO patents (1976-2016). The task is: Predict the product of the given reaction. (1) Given the reactants [CH3:1][O:2][C:3]1[CH:8]=[CH:7][C:6]([O:9][CH3:10])=[CH:5][C:4]=1[C:11]1([C:17]2[CH:22]=[CH:21][CH:20]=[CH:19][CH:18]=2)[CH2:16][C:13]2([CH2:15][CH2:14]2)[CH2:12]1, predict the reaction product. The product is: [CH3:14][C:13]1([CH3:15])[CH2:12][C:11]([C:4]2[CH:5]=[C:6]([O:9][CH3:10])[CH:7]=[CH:8][C:3]=2[O:2][CH3:1])([C:17]2[CH:18]=[CH:19][CH:20]=[CH:21][CH:22]=2)[CH2:16]1. (2) Given the reactants [Cl:1][C:2]1[CH:3]=[C:4]([OH:9])[CH:5]=[CH:6][C:7]=1[Cl:8].[CH2:10]([O:12][C:13]([C:15]1[CH:16]=[C:17]([CH:20]=[C:21]([C:23]([O:25][CH2:26]C)=[O:24])[CH:22]=1)[CH2:18]Br)=[O:14])C, predict the reaction product. The product is: [Cl:1][C:2]1[CH:3]=[C:4]([O:9][CH2:18][C:17]2[CH:16]=[C:15]([C:13]([O:12][CH3:10])=[O:14])[CH:22]=[C:21]([CH:20]=2)[C:23]([O:25][CH3:26])=[O:24])[CH:5]=[CH:6][C:7]=1[Cl:8]. (3) The product is: [F:18][C:15]([F:16])([F:17])[C:11]1[CH:10]=[C:6]([C:7]([OH:9])=[O:8])[C:5]2[NH:4][CH:1]=[N:14][C:13]=2[CH:12]=1. Given the reactants [CH:1](O)=O.[NH2:4][C:5]1[C:13]([NH2:14])=[CH:12][C:11]([C:15]([F:18])([F:17])[F:16])=[CH:10][C:6]=1[C:7]([OH:9])=[O:8], predict the reaction product. (4) Given the reactants [CH3:1][C@H:2]([CH2:5][CH2:6][OH:7])[CH2:3][OH:4].C(N(CC)CC)C.[CH3:15][S:16](Cl)(=[O:18])=[O:17].Cl, predict the reaction product. The product is: [CH3:15][S:16]([O:4][CH2:3][C@H:2]([CH3:1])[CH2:5][CH2:6][O:7][S:16]([CH3:15])(=[O:18])=[O:17])(=[O:18])=[O:17]. (5) The product is: [NH2:23][C:19]1[C:18]([OH:26])=[CH:17][C:16]([O:15][CH3:14])=[CH:21][C:20]=1[OH:22]. Given the reactants NC1C=C(OC(F)(F)F)C=CC=1O.[CH3:14][O:15][C:16]1[CH:17]=[C:18]([OH:26])[C:19]([N+:23]([O-])=O)=[C:20]([OH:22])[CH:21]=1, predict the reaction product. (6) Given the reactants [NH2:1][C@H:2]([CH2:15][F:16])[C@@H:3]([C:5]1[CH:10]=[CH:9][C:8]([S:11]([CH3:14])(=[NH:13])=[O:12])=[CH:7][CH:6]=1)[OH:4].C([O:19][C:20](=O)[CH:21]([Cl:23])[Cl:22])C, predict the reaction product. The product is: [Cl:22][CH:21]([Cl:23])[C:20]([NH:1][C@H:2]([CH2:15][F:16])[C@H:3]([OH:4])[C:5]1[CH:6]=[CH:7][C:8]([S:11]([CH3:14])(=[NH:13])=[O:12])=[CH:9][CH:10]=1)=[O:19].